This data is from Forward reaction prediction with 1.9M reactions from USPTO patents (1976-2016). The task is: Predict the product of the given reaction. (1) Given the reactants [OH-].[Li+].[C:3]([O:7][C:8]([NH:10][C:11]1([CH3:20])[CH2:15][CH2:14][CH2:13][CH:12]1[C:16]([O:18]C)=[O:17])=[O:9])([CH3:6])([CH3:5])[CH3:4], predict the reaction product. The product is: [C:3]([O:7][C:8]([NH:10][C:11]1([CH3:20])[CH2:15][CH2:14][CH2:13][CH:12]1[C:16]([OH:18])=[O:17])=[O:9])([CH3:6])([CH3:4])[CH3:5]. (2) The product is: [F:21][C:15]1[CH:16]=[C:17]([I:20])[CH:18]=[CH:19][C:14]=1[NH:13][C:11]1[C:5]([C:6]([NH:25][CH2:24][CH2:22][OH:23])=[O:8])=[CH:4][N:3]=[C:2]([NH:25][CH2:24][CH2:22][OH:23])[CH:12]=1. Given the reactants Cl[C:2]1[CH:12]=[C:11]([NH:13][C:14]2[CH:19]=[CH:18][C:17]([I:20])=[CH:16][C:15]=2[F:21])[C:5]([C:6]([O:8]CC)=O)=[CH:4][N:3]=1.[CH2:22]([CH2:24][NH2:25])[OH:23], predict the reaction product. (3) Given the reactants I[C:2]1[CH:7]=[CH:6][N:5]=[C:4]([Cl:8])[CH:3]=1.C(OC([N:16]1[C:20]([CH:21]2[CH2:23][CH2:22]2)=[CH:19][C:18]([NH2:24])=[N:17]1)=O)(C)(C)C.CC1(C)C2C(=C(P(C3C=CC=CC=3)C3C=CC=CC=3)C=CC=2)OC2C(P(C3C=CC=CC=3)C3C=CC=CC=3)=CC=CC1=2.C([O-])([O-])=O.[Cs+].[Cs+], predict the reaction product. The product is: [Cl:8][C:4]1[CH:3]=[C:2]([NH:24][C:18]2[CH:19]=[C:20]([CH:21]3[CH2:23][CH2:22]3)[NH:16][N:17]=2)[CH:7]=[CH:6][N:5]=1.